Dataset: Retrosynthesis with 50K atom-mapped reactions and 10 reaction types from USPTO. Task: Predict the reactants needed to synthesize the given product. (1) Given the product Cc1cc(-c2ccccc2)nn1CCC(C)(C)N, predict the reactants needed to synthesize it. The reactants are: Cc1cc(-c2ccccc2)nn1CCC(C)(C)NC(=O)OC(C)(C)C. (2) Given the product CN(c1ccc(NC(=O)Nc2ccccc2)cc1)S(=O)(=O)c1ccc(-c2cncnc2)s1, predict the reactants needed to synthesize it. The reactants are: CN(c1ccc(NC(=O)Nc2ccccc2)cc1)S(=O)(=O)c1ccc(Br)s1.OB(O)c1cncnc1. (3) Given the product CC(CCc1ccc(-c2ccc([N+](=O)[O-])cc2)cc1)(C(=O)NOC1CCCCO1)S(C)(=O)=O, predict the reactants needed to synthesize it. The reactants are: CC(CCc1ccc(Br)cc1)(C(=O)NOC1CCCCO1)S(C)(=O)=O.O=[N+]([O-])c1ccc(B(O)O)cc1.